This data is from Full USPTO retrosynthesis dataset with 1.9M reactions from patents (1976-2016). The task is: Predict the reactants needed to synthesize the given product. (1) Given the product [F:1][C:2]1[CH:7]=[CH:6][C:5]([C:8]([F:10])([F:9])[F:11])=[CH:4][C:3]=1[NH:12][C:13]1[N:17]([CH3:18])[C:16]2[CH:19]=[CH:20][C:21]([O:23][C:24]3[CH:29]=[CH:28][N:27]=[C:26]([NH:30][C:31](=[O:43])[CH2:32][N:33]4[CH2:34][CH2:35][N:36]([CH2:39][CH2:40][OH:41])[CH2:37][CH2:38]4)[CH:25]=3)=[CH:22][C:15]=2[N:14]=1, predict the reactants needed to synthesize it. The reactants are: [F:1][C:2]1[CH:7]=[CH:6][C:5]([C:8]([F:11])([F:10])[F:9])=[CH:4][C:3]=1[NH:12][C:13]1[N:17]([CH3:18])[C:16]2[CH:19]=[CH:20][C:21]([O:23][C:24]3[CH:29]=[CH:28][N:27]=[C:26]([NH:30][C:31](=[O:43])[CH2:32][N:33]4[CH2:38][CH2:37][N:36]([CH2:39][CH2:40][O:41]C)[CH2:35][CH2:34]4)[CH:25]=3)=[CH:22][C:15]=2[N:14]=1. (2) Given the product [C:6]1([C:12]2[NH:13][C:14]3[C:19]([C:20]=2[CH:24]=[O:25])=[CH:18][CH:17]=[CH:16][CH:15]=3)[CH:11]=[CH:10][CH:9]=[CH:8][CH:7]=1, predict the reactants needed to synthesize it. The reactants are: P(Cl)(Cl)(Cl)=O.[C:6]1([C:12]2[NH:13][C:14]3[C:19]([CH:20]=2)=[CH:18][CH:17]=[CH:16][CH:15]=3)[CH:11]=[CH:10][CH:9]=[CH:8][CH:7]=1.CN([CH:24]=[O:25])C. (3) Given the product [NH2:31][CH2:30][C:29]1[CH:39]=[CH:40][C:26]([NH:25][C:13]2[C:12]3[C:17](=[CH:18][CH:19]=[C:10]([C:4]4[CH:5]=[C:6]([F:9])[C:7]([OH:8])=[C:2]([Cl:1])[CH:3]=4)[CH:11]=3)[N:16]=[CH:15][C:14]=2[C:20]([CH:22]2[CH2:24][CH2:23]2)=[O:21])=[CH:27][CH:28]=1, predict the reactants needed to synthesize it. The reactants are: [Cl:1][C:2]1[CH:3]=[C:4]([C:10]2[CH:11]=[C:12]3[C:17](=[CH:18][CH:19]=2)[N:16]=[CH:15][C:14]([C:20]([CH:22]2[CH2:24][CH2:23]2)=[O:21])=[C:13]3[NH:25][C:26]2[CH:40]=[CH:39][C:29]([CH2:30][NH:31]C(=O)OC(C)(C)C)=[CH:28][CH:27]=2)[CH:5]=[C:6]([F:9])[C:7]=1[OH:8].C(O)(C(F)(F)F)=O. (4) Given the product [Cl:1][C:2]1[N:7]=[C:6]([Cl:8])[N:5]=[C:4]([CH3:10])[N:3]=1, predict the reactants needed to synthesize it. The reactants are: [Cl:1][C:2]1[N:7]=[C:6]([Cl:8])[N:5]=[C:4](Cl)[N:3]=1.[CH3:10][Mg]Br. (5) Given the product [OH:2][CH2:1][C:3]1[CH:19]=[CH:18][C:6]([O:7][C:8]2[CH:17]=[CH:16][C:11]([C:12]([O:14][CH3:15])=[O:13])=[CH:10][CH:9]=2)=[CH:5][CH:4]=1, predict the reactants needed to synthesize it. The reactants are: [CH:1]([C:3]1[CH:19]=[CH:18][C:6]([O:7][C:8]2[CH:17]=[CH:16][C:11]([C:12]([O:14][CH3:15])=[O:13])=[CH:10][CH:9]=2)=[CH:5][CH:4]=1)=[O:2].[BH4-].[Na+]. (6) Given the product [CH:6]([C:5]1[CH:8]=[CH:9][C:2]([O:1][S:13]([C:12]([F:25])([F:24])[F:11])(=[O:15])=[O:14])=[C:3]([CH3:10])[CH:4]=1)=[O:7], predict the reactants needed to synthesize it. The reactants are: [OH:1][C:2]1[CH:9]=[CH:8][C:5]([CH:6]=[O:7])=[CH:4][C:3]=1[CH3:10].[F:11][C:12]([F:25])([F:24])[S:13](O[S:13]([C:12]([F:25])([F:24])[F:11])(=[O:15])=[O:14])(=[O:15])=[O:14]. (7) The reactants are: [Cl:1][C:2]1[CH:3]=[C:4]([CH:20]=[CH:21][CH:22]=1)[CH2:5][NH:6][C:7](=[O:19])[C:8]1[CH:13]=[CH:12][C:11]([CH:14]=O)=[C:10]([N+:16]([O-])=O)[CH:9]=1.[CH3:23][N:24]([CH3:35])[CH:25]([C:28]1[CH:33]=[CH:32][C:31]([CH3:34])=[CH:30][CH:29]=1)[CH2:26][NH2:27].N1C2C(=CC=CC=2)C=N1. Given the product [Cl:1][C:2]1[CH:3]=[C:4]([CH:20]=[CH:21][CH:22]=1)[CH2:5][NH:6][C:7]([C:8]1[CH:13]=[CH:12][C:11]2[C:10]([CH:9]=1)=[N:16][N:27]([CH2:26][CH:25]([N:24]([CH3:23])[CH3:35])[C:28]1[CH:33]=[CH:32][C:31]([CH3:34])=[CH:30][CH:29]=1)[CH:14]=2)=[O:19], predict the reactants needed to synthesize it.